This data is from Forward reaction prediction with 1.9M reactions from USPTO patents (1976-2016). The task is: Predict the product of the given reaction. (1) Given the reactants Cl.[CH3:2]N(C(ON1N=NC2C=CC=NC1=2)=[N+](C)C)C.F[P-](F)(F)(F)(F)F.CCN(C(C)C)C(C)C.CNC1N=C(C2NC3C(C=2)=CC(C(N[CH:55]([CH2:59][N:60]([C:67]2[CH:72]=[CH:71][CH:70]=[CH:69][CH:68]=2)[C:61]2[CH:66]=[CH:65][CH:64]=[CH:63][N:62]=2)[C:56]([OH:58])=[O:57])=O)=CC=3)C=CN=1, predict the reaction product. The product is: [C:67]1([N:60]([C:61]2[CH:66]=[CH:65][CH:64]=[CH:63][N:62]=2)[CH2:59][CH2:55][C:56]([O:58][CH3:2])=[O:57])[CH:72]=[CH:71][CH:70]=[CH:69][CH:68]=1. (2) Given the reactants [F:1][C:2]1[CH:7]=[CH:6][C:5]([C:8]2[N:12]3[N:13]=[C:14]([O:17][CH3:18])[CH:15]=[CH:16][C:11]3=[N:10][C:9]=2[C:19]2[CH:20]=[CH:21][C:22]([CH3:26])=[C:23]([CH:25]=2)[NH2:24])=[CH:4][CH:3]=1.N1C=CC=CC=1.[CH3:33][C:34]([CH3:39])([CH3:38])[C:35](Cl)=[O:36], predict the reaction product. The product is: [F:1][C:2]1[CH:7]=[CH:6][C:5]([C:8]2[N:12]3[N:13]=[C:14]([O:17][CH3:18])[CH:15]=[CH:16][C:11]3=[N:10][C:9]=2[C:19]2[CH:20]=[CH:21][C:22]([CH3:26])=[C:23]([NH:24][C:35](=[O:36])[C:34]([CH3:39])([CH3:38])[CH3:33])[CH:25]=2)=[CH:4][CH:3]=1. (3) The product is: [OH:1][CH2:2][CH2:3][O:4][C:5]1[CH:6]=[CH:7][C:8]([C:11]2[C:16]([C:17]#[N:18])=[CH:15][N:14]=[C:13]([SH:19])[C:12]=2[C:26]#[N:27])=[CH:9][CH:10]=1. Given the reactants [OH:1][CH2:2][CH2:3][O:4][C:5]1[CH:10]=[CH:9][C:8]([C:11]2[C:16]([C:17]#[N:18])=[CH:15][N:14]=[C:13]([S:19]C3C=CC=CC=3)[C:12]=2[C:26]#[N:27])=[CH:7][CH:6]=1.[S-2].[Na+].[Na+].Cl, predict the reaction product.